This data is from Catalyst prediction with 721,799 reactions and 888 catalyst types from USPTO. The task is: Predict which catalyst facilitates the given reaction. (1) Reactant: [CH3:1][O:2][C:3]([C:5]1[CH:13]=[C:12]2[C:8]([C:9]([CH:15]3[CH2:20][CH2:19][CH2:18][CH2:17][CH2:16]3)=[C:10]([Br:14])[NH:11]2)=[CH:7][CH:6]=1)=[O:4].[H-].[Na+].[H][H].Br[CH2:26][CH2:27][O:28][CH2:29][O:30][CH3:31]. Product: [CH3:1][O:2][C:3]([C:5]1[CH:13]=[C:12]2[C:8]([C:9]([CH:15]3[CH2:20][CH2:19][CH2:18][CH2:17][CH2:16]3)=[C:10]([Br:14])[N:11]2[CH2:26][CH2:27][O:28][CH2:29][O:30][CH3:31])=[CH:7][CH:6]=1)=[O:4]. The catalyst class is: 3. (2) Reactant: [NH2:1][C:2]1[CH:10]=[C:9]([Br:11])[CH:8]=[CH:7][C:3]=1[C:4]([OH:6])=[O:5].[CH3:12][C:13](=O)[CH2:14][CH2:15][C:16](=O)[CH3:17]. Product: [Br:11][C:9]1[CH:8]=[CH:7][C:3]([C:4]([OH:6])=[O:5])=[C:2]([N:1]2[C:16]([CH3:17])=[CH:15][CH:14]=[C:13]2[CH3:12])[CH:10]=1. The catalyst class is: 11. (3) Reactant: [S:1]1[C:6]2[CH:7]=[CH:8][CH:9]=[CH:10][C:5]=2[N:4]([CH2:11][CH2:12][O:13][C:14]2[CH:19]=[CH:18][C:17]([CH2:20][CH:21]([O:25][CH2:26][CH3:27])[C:22]([OH:24])=[O:23])=[CH:16][CH:15]=2)[CH2:3][CH2:2]1.C(=O)(O)O.[NH2:32][NH:33][C:34]([NH2:36])=[NH:35]. Product: [C:34]([NH2:36])([NH2:35])=[N:33][NH2:32].[S:1]1[C:6]2[CH:7]=[CH:8][CH:9]=[CH:10][C:5]=2[N:4]([CH2:11][CH2:12][O:13][C:14]2[CH:15]=[CH:16][C:17]([CH2:20][CH:21]([O:25][CH2:26][CH3:27])[C:22]([OH:24])=[O:23])=[CH:18][CH:19]=2)[CH2:3][CH2:2]1. The catalyst class is: 5. (4) Reactant: C(OC([NH:11][C@H:12]1[CH2:17][CH2:16][N:15]([C:18]2[O:19][C:20]([CH:30]([CH3:32])[CH3:31])=[C:21]([C:23]([O:25][CH2:26][CH2:27][CH2:28][CH3:29])=[O:24])[N:22]=2)[CH2:14][C@H:13]1[O:33][CH3:34])=O)C1C=CC=CC=1. Product: [NH2:11][C@H:12]1[CH2:17][CH2:16][N:15]([C:18]2[O:19][C:20]([CH:30]([CH3:31])[CH3:32])=[C:21]([C:23]([O:25][CH2:26][CH2:27][CH2:28][CH3:29])=[O:24])[N:22]=2)[CH2:14][C@H:13]1[O:33][CH3:34]. The catalyst class is: 43. (5) Reactant: [CH:1]([OH:3])=[O:2].[NH2:4][C:5]1[C:10]([NH:11][C:12](=[O:15])[O:13][CH3:14])=[C:9]([NH2:16])[N:8]=[C:7]([C:17]2[N:18]=[C:19]([CH2:26][C:27]3[CH:32]=[CH:31][CH:30]=[CH:29][C:28]=3[F:33])[N:20]3[C:25]=2[CH:24]=[CH:23][CH:22]=[N:21]3)[N:6]=1.C[Si]([N-][Si](C)(C)C)(C)C.[Na+].[CH2:44](Br)[C:45]1[CH:50]=[CH:49][CH:48]=[CH:47][CH:46]=1. Product: [CH:1]([OH:3])=[O:2].[CH2:44]([N:11]([C:10]1[C:5]([NH2:4])=[N:6][C:7]([C:17]2[N:18]=[C:19]([CH2:26][C:27]3[CH:32]=[CH:31][CH:30]=[CH:29][C:28]=3[F:33])[N:20]3[C:25]=2[CH:24]=[CH:23][CH:22]=[N:21]3)=[N:8][C:9]=1[NH2:16])[C:12](=[O:15])[O:13][CH3:14])[C:45]1[CH:50]=[CH:49][CH:48]=[CH:47][CH:46]=1. The catalyst class is: 1. (6) Reactant: [OH:1][CH2:2][C@@H:3]1[CH2:7][CH2:6][CH2:5][N:4]1[C:8]([C:10]1[CH:11]=NC=[CH:14][CH:15]=1)=[O:9].[OH:16][C:17]1[CH:24]=[CH:23][CH:22]=[C:21](O)[C:18]=1[CH:19]=[O:20].C1C=CC(P(C2C=CC=CC=2)C2C=CC=CC=2)=CC=1.CC(O[C:49](/[N:51]=N/C(OC(C)C)=O)=O)C. Product: [OH:16][C:17]1[CH:24]=[CH:23][CH:22]=[C:21]([O:1][CH2:2][C@@H:3]2[CH2:7][CH2:6][CH2:5][N:4]2[C:8](=[O:9])[C:10]2[CH:15]=[CH:14][N:51]=[CH:49][CH:11]=2)[C:18]=1[CH:19]=[O:20]. The catalyst class is: 1. (7) Reactant: [CH3:1][C:2]1[O:6][N:5]=[C:4]([C:7]2[CH:12]=[CH:11][CH:10]=[CH:9][CH:8]=2)[C:3]=1[C:13]([OH:15])=O.[C:16]1([CH:22]2[CH2:26][CH2:25][NH:24][CH2:23]2)[CH:21]=[CH:20][CH:19]=[CH:18][CH:17]=1.F[B-](F)(F)F.N1(OC(N(C)C)=[N+](C)C)C2C=CC=CC=2N=N1.C(N(C(C)C)CC)(C)C. Product: [CH3:1][C:2]1[O:6][N:5]=[C:4]([C:7]2[CH:8]=[CH:9][CH:10]=[CH:11][CH:12]=2)[C:3]=1[C:13]([N:24]1[CH2:25][CH2:26][CH:22]([C:16]2[CH:21]=[CH:20][CH:19]=[CH:18][CH:17]=2)[CH2:23]1)=[O:15]. The catalyst class is: 9. (8) Reactant: [O:1]1[C:6]2[CH:7]=[CH:8][C:9]([S:11][C:12]3[CH:17]=[CH:16][C:15](/[CH:18]=[CH:19]/[C:20]([N:22]4[CH2:27][CH2:26][CH2:25][CH:24]([C:28]([O:30]CC)=[O:29])[CH2:23]4)=[O:21])=[C:14]([Cl:33])[C:13]=3[Cl:34])=[CH:10][C:5]=2[O:4][CH2:3][CH2:2]1.[OH-].[K+].[OH-].[Na+]. Product: [O:1]1[C:6]2[CH:7]=[CH:8][C:9]([S:11][C:12]3[CH:17]=[CH:16][C:15](/[CH:18]=[CH:19]/[C:20]([N:22]4[CH2:27][CH2:26][CH2:25][CH:24]([C:28]([OH:30])=[O:29])[CH2:23]4)=[O:21])=[C:14]([Cl:33])[C:13]=3[Cl:34])=[CH:10][C:5]=2[O:4][CH2:3][CH2:2]1. The catalyst class is: 6. (9) Reactant: [N:1]1([C:10]([O:12][C:13]([CH3:16])([CH3:15])[CH3:14])=[O:11])[CH:9]2[CH:4]([CH2:5][NH:6][CH2:7][CH2:8]2)[CH2:3][CH2:2]1.C([O-])([O-])=O.[K+].[K+].Br[CH2:24][CH2:25][CH2:26][Cl:27]. Product: [C:13]([O:12][C:10]([N:1]1[CH:9]2[CH:4]([CH2:5][N:6]([CH2:24][CH2:25][CH2:26][Cl:27])[CH2:7][CH2:8]2)[CH2:3][CH2:2]1)=[O:11])([CH3:16])([CH3:15])[CH3:14]. The catalyst class is: 95. (10) Reactant: [C:1]([C:5]1[CH:18]=[CH:17][CH:16]=[CH:15][C:6]=1[O:7][C:8]1[C:13]([NH2:14])=[CH:12][CH:11]=[CH:10][N:9]=1)([CH3:4])([CH3:3])[CH3:2].[C:19]([N:27]=[C:28]=[S:29])(=[O:26])[C:20]1[CH:25]=[CH:24][CH:23]=[CH:22][CH:21]=1. Product: [C:19]([NH:27][C:28]([NH:14][C:13]1[C:8]([O:7][C:6]2[CH:15]=[CH:16][CH:17]=[CH:18][C:5]=2[C:1]([CH3:4])([CH3:2])[CH3:3])=[N:9][CH:10]=[CH:11][CH:12]=1)=[S:29])(=[O:26])[C:20]1[CH:25]=[CH:24][CH:23]=[CH:22][CH:21]=1. The catalyst class is: 2.